The task is: Predict which catalyst facilitates the given reaction.. This data is from Catalyst prediction with 721,799 reactions and 888 catalyst types from USPTO. (1) Reactant: O.[NH2:2][C:3]1[CH:8]=[CH:7][CH:6]=[CH:5][C:4]=1[OH:9].CO[CH:12]1[CH2:16][CH2:15][CH:14](OC)O1. Product: [N:2]1([C:3]2[CH:8]=[CH:7][CH:6]=[CH:5][C:4]=2[OH:9])[CH:12]=[CH:16][CH:15]=[CH:14]1. The catalyst class is: 15. (2) Reactant: [CH3:1][O:2][CH:3]([O:16][CH3:17])[CH2:4][CH:5]([C:7]1[C:15]2[C:10](=[CH:11][CH:12]=[CH:13][CH:14]=2)[NH:9][CH:8]=1)[CH3:6].[OH-].[K+].S(OC)(O[CH3:24])(=O)=O. Product: [CH3:1][O:2][CH:3]([O:16][CH3:17])[CH2:4][CH:5]([C:7]1[C:15]2[C:10](=[CH:11][CH:12]=[CH:13][CH:14]=2)[N:9]([CH3:24])[CH:8]=1)[CH3:6]. The catalyst class is: 16. (3) Reactant: [Cl:1][C:2]1[CH:3]=[C:4]([CH:28]=[CH:29][C:30]=1[Cl:31])[C:5]([NH:7][C:8]1[CH:27]=[CH:26][C:11]([O:12][C:13]2[CH:18]=[CH:17][C:16]([N:19]3[CH2:24][CH2:23][CH:22]([OH:25])[CH2:21][CH2:20]3)=[CH:15][CH:14]=2)=[CH:10][CH:9]=1)=[O:6].C(N(CC)CC)C.[C:39](Cl)(=[O:46])[C:40]1[CH:45]=[CH:44][CH:43]=[CH:42][CH:41]=1. Product: [Cl:1][C:2]1[CH:3]=[C:4]([CH:28]=[CH:29][C:30]=1[Cl:31])[C:5]([NH:7][C:8]1[CH:27]=[CH:26][C:11]([O:12][C:13]2[CH:14]=[CH:15][C:16]([N:19]3[CH2:20][CH2:21][CH:22]([O:25][C:39](=[O:46])[C:40]4[CH:45]=[CH:44][CH:43]=[CH:42][CH:41]=4)[CH2:23][CH2:24]3)=[CH:17][CH:18]=2)=[CH:10][CH:9]=1)=[O:6]. The catalyst class is: 112. (4) Reactant: [C:1]([NH:5][S:6]([C:9]1[CH:13]=[CH:12][N:11]([CH2:14][CH:15]2[CH2:20][CH2:19][CH2:18][CH2:17][CH2:16]2)[CH:10]=1)(=[O:8])=[O:7])([CH3:4])([CH3:3])[CH3:2].C1C(=O)N([Br:28])C(=O)C1. Product: [Br:28][C:12]1[N:11]([CH2:14][CH:15]2[CH2:20][CH2:19][CH2:18][CH2:17][CH2:16]2)[CH:10]=[C:9]([S:6]([NH:5][C:1]([CH3:4])([CH3:2])[CH3:3])(=[O:8])=[O:7])[CH:13]=1. The catalyst class is: 1.